From a dataset of NCI-60 drug combinations with 297,098 pairs across 59 cell lines. Regression. Given two drug SMILES strings and cell line genomic features, predict the synergy score measuring deviation from expected non-interaction effect. (1) Drug 2: CC1=C(C=C(C=C1)C(=O)NC2=CC(=CC(=C2)C(F)(F)F)N3C=C(N=C3)C)NC4=NC=CC(=N4)C5=CN=CC=C5. Synergy scores: CSS=-6.08, Synergy_ZIP=1.87, Synergy_Bliss=-0.638, Synergy_Loewe=-5.59, Synergy_HSA=-5.26. Drug 1: CN(C)N=NC1=C(NC=N1)C(=O)N. Cell line: A498. (2) Drug 1: COC1=CC(=CC(=C1O)OC)C2C3C(COC3=O)C(C4=CC5=C(C=C24)OCO5)OC6C(C(C7C(O6)COC(O7)C8=CC=CS8)O)O. Drug 2: CN(CC1=CN=C2C(=N1)C(=NC(=N2)N)N)C3=CC=C(C=C3)C(=O)NC(CCC(=O)O)C(=O)O. Cell line: NCIH23. Synergy scores: CSS=45.9, Synergy_ZIP=-4.76, Synergy_Bliss=-2.27, Synergy_Loewe=-5.39, Synergy_HSA=1.93.